From a dataset of Catalyst prediction with 721,799 reactions and 888 catalyst types from USPTO. Predict which catalyst facilitates the given reaction. (1) Reactant: [CH3:1][O:2][C:3](=[O:44])[C@@H:4]([NH:14][C:15]([C:17]1[N:18]=[C:19]([CH2:38][CH:39]2[CH2:43][CH2:42][CH2:41][CH2:40]2)[C:20]2[C:25]([CH:26]=1)=[CH:24][CH:23]=[C:22]([O:27][C:28]1[CH:33]=[CH:32][C:31]([C:34]([CH3:37])([CH3:36])[CH3:35])=[CH:30][CH:29]=1)[CH:21]=2)=[O:16])[CH2:5][C:6]1[S:7][C:8]([C:11]([CH3:13])=[CH2:12])=[CH:9][CH:10]=1. Product: [CH3:1][O:2][C:3](=[O:44])[C@@H:4]([NH:14][C:15]([C:17]1[N:18]=[C:19]([CH2:38][CH:39]2[CH2:40][CH2:41][CH2:42][CH2:43]2)[C:20]2[C:25]([CH:26]=1)=[CH:24][CH:23]=[C:22]([O:27][C:28]1[CH:33]=[CH:32][C:31]([C:34]([CH3:37])([CH3:36])[CH3:35])=[CH:30][CH:29]=1)[CH:21]=2)=[O:16])[CH2:5][C:6]1[S:7][C:8]([CH:11]([CH3:13])[CH3:12])=[CH:9][CH:10]=1. The catalyst class is: 45. (2) Reactant: S(Cl)([Cl:3])=O.[Na+].[CH2:6]([O:13][C:14]1[CH:19]=[CH:18][C:17]([S:20]([O-:23])(=O)=[O:21])=[CH:16][CH:15]=1)[C:7]1[CH:12]=[CH:11][CH:10]=[CH:9][CH:8]=1. Product: [CH2:6]([O:13][C:14]1[CH:19]=[CH:18][C:17]([S:20]([Cl:3])(=[O:23])=[O:21])=[CH:16][CH:15]=1)[C:7]1[CH:12]=[CH:11][CH:10]=[CH:9][CH:8]=1. The catalyst class is: 3. (3) Reactant: [CH3:1][N:2]1[C:6]2[CH:7]=[CH:8][C:9](B3OC(C)(C)C(C)(C)O3)=[CH:10][C:5]=2[N:4]=[CH:3]1.[NH2:20][C:21]1[C:30]2[C:25](=[C:26](Br)[CH:27]=[CH:28][CH:29]=2)[N:24]=[N:23][C:22]=1[C:32]([NH2:34])=[O:33]. Product: [NH2:20][C:21]1[C:30]2[C:25](=[C:26]([C:9]3[CH:8]=[CH:7][C:6]4[N:2]([CH3:1])[CH:3]=[N:4][C:5]=4[CH:10]=3)[CH:27]=[CH:28][CH:29]=2)[N:24]=[N:23][C:22]=1[C:32]([NH2:34])=[O:33]. The catalyst class is: 106. (4) Reactant: [CH3:1][O:2][C:3](=[O:9])[CH2:4][CH2:5][C:6]([NH2:8])=[O:7].F[P-](F)(F)(F)(F)F.N1(OC(N(C)C)=[N+](C)C)C2C=CC=CC=2N=N1.C(N(C(C)C)CC)(C)C.[N:43]1([C:48]2[CH:53]=[CH:52][C:51]([S:54]([O:57][C:58]3[CH:67]=[CH:66][C:61]4[NH:62][C:63](N)=[N:64][C:60]=4[CH:59]=3)(=[O:56])=[O:55])=[CH:50][CH:49]=2)[CH:47]=[CH:46][N:45]=[CH:44]1. Product: [CH3:1][O:2][C:3](=[O:9])[CH2:4][CH2:5][C:6]([NH:8][C:63]1[NH:62][C:61]2[CH:66]=[CH:67][C:58]([O:57][S:54]([C:51]3[CH:52]=[CH:53][C:48]([N:43]4[CH:47]=[CH:46][N:45]=[CH:44]4)=[CH:49][CH:50]=3)(=[O:56])=[O:55])=[CH:59][C:60]=2[N:64]=1)=[O:7]. The catalyst class is: 9. (5) Reactant: [Br:1][C:2]1[CH:3]=[C:4]([CH:9]=[CH:10][CH:11]=1)[C:5]([NH:7][NH2:8])=[O:6].[CH2:12](OC(OCC)(OCC)C)[CH3:13]. Product: [Br:1][C:2]1[CH:3]=[C:4]([C:5]2[O:6][C:12]([CH3:13])=[N:8][N:7]=2)[CH:9]=[CH:10][CH:11]=1. The catalyst class is: 15. (6) Reactant: [CH:1]([O:4][C:5]1[CH:10]=[CH:9][N:8]=[C:7]2[N:11](S(C3C=CC(C)=CC=3)(=O)=O)[CH:12]=[C:13]([CH:14]=[CH:15][C:16]([NH2:18])=[O:17])[C:6]=12)([CH3:3])[CH3:2].CCCC[N+](CCCC)(CCCC)CCCC.[F-]. Product: [CH:1]([O:4][C:5]1[CH:10]=[CH:9][N:8]=[C:7]2[NH:11][CH:12]=[C:13]([CH:14]=[CH:15][C:16]([NH2:18])=[O:17])[C:6]=12)([CH3:3])[CH3:2]. The catalyst class is: 1. (7) Reactant: [Si:1]([O:8][CH2:9][C@H:10]1[O:15][C@:14]([C:18]2[CH:23]=[CH:22][C:21]([Cl:24])=[C:20]([CH2:25][C:26]3[CH:31]=[CH:30][C:29]([O:32][CH2:33][CH3:34])=[C:28]([F:35])[CH:27]=3)[CH:19]=2)([O:16][CH3:17])[C@H:13]([OH:36])[C@@H:12]([OH:37])[C@@H:11]1[OH:38])([C:4]([CH3:7])([CH3:6])[CH3:5])([CH3:3])[CH3:2].[H-].[Na+].[CH2:41](Br)[C:42]1[CH:47]=[CH:46][CH:45]=[CH:44][CH:43]=1. Product: [CH2:41]([O:38][C@H:11]1[C@H:12]([O:37][CH2:25][C:26]2[CH:31]=[CH:30][CH:29]=[CH:28][CH:27]=2)[C@@H:13]([O:36][CH2:14][C:18]2[CH:23]=[CH:22][CH:21]=[CH:20][CH:19]=2)[C@@:14]([C:18]2[CH:23]=[CH:22][C:21]([Cl:24])=[C:20]([CH2:25][C:26]3[CH:31]=[CH:30][C:29]([O:32][CH2:33][CH3:34])=[C:28]([F:35])[CH:27]=3)[CH:19]=2)([O:16][CH3:17])[O:15][C@@H:10]1[CH2:9][O:8][Si:1]([C:4]([CH3:7])([CH3:5])[CH3:6])([CH3:3])[CH3:2])[C:42]1[CH:47]=[CH:46][CH:45]=[CH:44][CH:43]=1. The catalyst class is: 9. (8) Reactant: [CH2:1]([O:3][C:4](=[O:11])[C:5]([CH3:10])([CH3:9])[C:6]([OH:8])=O)[CH3:2].[NH2:12][CH2:13][CH2:14][N:15]1[CH2:20][CH2:19][O:18][CH2:17][CH2:16]1.CN1CCOCC1.CN(C(ON1N=NC2C=CC=CC1=2)=[N+](C)C)C.[B-](F)(F)(F)F. Product: [CH2:1]([O:3][C:4](=[O:11])[C:5]([CH3:10])([CH3:9])[C:6]([NH:12][CH2:13][CH2:14][N:15]1[CH2:20][CH2:19][O:18][CH2:17][CH2:16]1)=[O:8])[CH3:2]. The catalyst class is: 7. (9) Reactant: [N:1]1[CH:6]=[CH:5][C:4]([C:7]2[C:16]3[C:11](=[CH:12][CH:13]=[C:14]([CH:17]=O)[CH:15]=3)[N:10]=[CH:9][CH:8]=2)=[CH:3][CH:2]=1.[S:19]1[CH2:23][C:22](=[O:24])[NH:21][C:20]1=[O:25].N1CCCCC1.C(O)(=O)C. Product: [N:1]1[CH:2]=[CH:3][C:4]([C:7]2[C:16]3[C:11](=[CH:12][CH:13]=[C:14](/[CH:17]=[C:23]4/[C:22](=[O:24])[NH:21][C:20](=[O:25])[S:19]/4)[CH:15]=3)[N:10]=[CH:9][CH:8]=2)=[CH:5][CH:6]=1. The catalyst class is: 14.